This data is from Reaction yield outcomes from USPTO patents with 853,638 reactions. The task is: Predict the reaction yield, written as a fraction of the theoretical maximum amount of product (1.0 means a 100% yield; for example, 0.34 means a 34% yield). The reactants are I[C:2]1[CH:19]=[N:18][C:5]2[NH:6][CH2:7][CH2:8][N:9]([C:10]([C:12]3[CH:17]=[CH:16][CH:15]=[CH:14][CH:13]=3)=[O:11])[C:4]=2[CH:3]=1.[CH3:20][N:21]([CH3:42])[CH2:22][CH2:23][NH:24][C:25](=[O:41])[C:26]1[CH:31]=[CH:30][C:29](B2OC(C)(C)C(C)(C)O2)=[CH:28][CH:27]=1. No catalyst specified. The product is [C:10]([N:9]1[CH2:8][CH2:7][NH:6][C:5]2[N:18]=[CH:19][C:2]([C:29]3[CH:30]=[CH:31][C:26]([C:25]([NH:24][CH2:23][CH2:22][N:21]([CH3:20])[CH3:42])=[O:41])=[CH:27][CH:28]=3)=[CH:3][C:4]1=2)(=[O:11])[C:12]1[CH:17]=[CH:16][CH:15]=[CH:14][CH:13]=1. The yield is 0.240.